From a dataset of Reaction yield outcomes from USPTO patents with 853,638 reactions. Predict the reaction yield, written as a fraction of the theoretical maximum amount of product (1.0 means a 100% yield; for example, 0.34 means a 34% yield). (1) The reactants are [NH2:1][C:2]1[CH:18]=[CH:17][C:16]([Br:19])=[CH:15][C:3]=1[C:4]([NH:6][CH:7]1[CH2:12][CH2:11][C:10](=[O:13])[NH:9][C:8]1=[O:14])=[O:5].[C:20](OC)(OC)(OC)C.C1(C)C=CC(S(O)(=O)=O)=CC=1. No catalyst specified. The product is [Br:19][C:16]1[CH:15]=[C:3]2[C:2](=[CH:18][CH:17]=1)[N:1]=[CH:20][N:6]([CH:7]1[CH2:12][CH2:11][C:10](=[O:13])[NH:9][C:8]1=[O:14])[C:4]2=[O:5]. The yield is 0.100. (2) The product is [Cl:1][C:2]1[N:3]([C:11]2[CH:16]=[CH:15][C:14]([O:17][CH2:18][CH2:21][CH2:22][Cl:23])=[CH:13][CH:12]=2)[N:4]=[C:5]2[C:10]=1[CH:9]=[CH:8][CH:7]=[CH:6]2. The reactants are [Cl:1][C:2]1[N:3]([C:11]2[CH:16]=[CH:15][C:14]([O:17][CH3:18])=[CH:13][CH:12]=2)[N:4]=[C:5]2[C:10]=1[CH:9]=[CH:8][CH:7]=[CH:6]2.BrC[CH2:21][CH2:22][Cl:23].C([O-])([O-])=O.[K+].[K+]. The catalyst is C(C(C)=O)C.O. The yield is 0.800. (3) The reactants are [Br:1][C:2]1[C:9]([OH:10])=[CH:8][CH:7]=[C:6]([OH:11])[C:3]=1[CH:4]=O.Cl.[NH2:13][OH:14].[OH-].[Na+]. The catalyst is CCO. The product is [Br:1][C:2]1[C:9]([OH:10])=[CH:8][CH:7]=[C:6]([OH:11])[C:3]=1[CH:4]=[N:13][OH:14]. The yield is 0.841. (4) The reactants are [Cl:1][C:2]1[C:3]([C:10]2[S:11][C:12]([C:15]3[N:16]=[C:17]4[C:22]([Cl:23])=[CH:21][C:20]([C:24]([F:27])([F:26])[F:25])=[CH:19][N:18]4[CH:28]=3)=[N:13][N:14]=2)=[CH:4][C:5]([F:9])=[C:6]([OH:8])[CH:7]=1.C([O-])([O-])=O.[K+].[K+].[CH2:35](Br)[CH:36]=[CH2:37]. The catalyst is CN(C=O)C.O. The product is [CH2:37]([O:8][C:6]1[C:5]([F:9])=[CH:4][C:3]([C:10]2[S:11][C:12]([C:15]3[N:16]=[C:17]4[C:22]([Cl:23])=[CH:21][C:20]([C:24]([F:26])([F:25])[F:27])=[CH:19][N:18]4[CH:28]=3)=[N:13][N:14]=2)=[C:2]([Cl:1])[CH:7]=1)[CH:36]=[CH2:35]. The yield is 0.892.